From a dataset of PAMPA (Parallel Artificial Membrane Permeability Assay) permeability data from NCATS. Regression/Classification. Given a drug SMILES string, predict its absorption, distribution, metabolism, or excretion properties. Task type varies by dataset: regression for continuous measurements (e.g., permeability, clearance, half-life) or binary classification for categorical outcomes (e.g., BBB penetration, CYP inhibition). Dataset: pampa_ncats. (1) The molecule is CN1CCN(CC1)C2=CC=C(C=C2)NC3=NN4C(=O)C5=CC=CC=C5N=C4S3. The result is 1 (high permeability). (2) The drug is CC(C)N(CCCNC(=O)NC1=CC=C(C=C1)C(C)(C)C)C[C@@H]2[C@H]([C@H]([C@@H](O2)N3C=CC4=C(N=CN=C43)N)O)O. The result is 1 (high permeability). (3) The drug is CNC(=O)C1CCN(CC1)C2=NC(=CS2)C3=CC=C(C=C3)Br. The result is 1 (high permeability).